From a dataset of Aqueous solubility values for 9,982 compounds from the AqSolDB database. Regression/Classification. Given a drug SMILES string, predict its absorption, distribution, metabolism, or excretion properties. Task type varies by dataset: regression for continuous measurements (e.g., permeability, clearance, half-life) or binary classification for categorical outcomes (e.g., BBB penetration, CYP inhibition). For this dataset (solubility_aqsoldb), we predict Y. (1) The compound is O=[N+]([O-])c1cc(C(F)(F)F)ccc1Cl. The Y is -2.53 log mol/L. (2) The molecule is CC(C)CN(C)Cc1cc(C(=O)c2csc(S(N)(=O)=O)c2)ccc1O. The Y is -1.42 log mol/L. (3) The drug is CCCCC(CO[N+](=O)O)O[N+](=O)O. The Y is -3.10 log mol/L. (4) The compound is CN1C=CC=C/C1=C\[NH+]=O.[I-]. The Y is -0.741 log mol/L. (5) The molecule is O=C(O)Cc1ccc(O)cc1. The Y is -0.399 log mol/L. (6) The Y is 1.24 log mol/L. The molecule is NC1CC1. (7) The drug is CCC(C)(C)C1CCCCC1OC(C)=O. The Y is -4.45 log mol/L.